Dataset: Catalyst prediction with 721,799 reactions and 888 catalyst types from USPTO. Task: Predict which catalyst facilitates the given reaction. (1) Reactant: [CH3:1][C:2]1[CH:6]=[C:5]([CH3:7])[NH:4][C:3]=1[C:8]([O:10][CH2:11][CH3:12])=[O:9].[Cl:13]N1C(=O)CCC1=O. Product: [Cl:13][C:6]1[C:2]([CH3:1])=[C:3]([C:8]([O:10][CH2:11][CH3:12])=[O:9])[NH:4][C:5]=1[CH3:7]. The catalyst class is: 3. (2) Reactant: C(NC(C)C)(C)C.C([Li])CCC.CCCCCC.[C:19]([O:22][CH2:23][CH3:24])(=[O:21])[CH3:20].[CH:25]([C@@H:27]([NH:31][C:32](=[O:41])[O:33][CH2:34][C:35]1[CH:40]=[CH:39][CH:38]=[CH:37][CH:36]=1)[CH:28]([CH3:30])[CH3:29])=[O:26]. Product: [CH2:34]([O:33][C:32]([NH:31][C@@H:27]([CH:28]([CH3:30])[CH3:29])[CH:25]([OH:26])[CH2:20][C:19]([O:22][CH2:23][CH3:24])=[O:21])=[O:41])[C:35]1[CH:40]=[CH:39][CH:38]=[CH:37][CH:36]=1. The catalyst class is: 559. (3) Reactant: [C:1](OC(=O)C)(=[O:3])[CH3:2].[NH2:8][C:9](=[O:37])[CH2:10][C:11]1([NH:17][C:18]([C:20]2[CH:25]=[CH:24][C:23]([CH:26]3[CH2:28][CH2:27]3)=[C:22]([CH2:29][C:30]3[CH:35]=[CH:34][C:33]([F:36])=[CH:32][CH:31]=3)[N:21]=2)=[O:19])[CH2:16][CH2:15][NH:14][CH2:13][CH2:12]1.Cl. Product: [C:1]([N:14]1[CH2:15][CH2:16][C:11]([NH:17][C:18]([C:20]2[CH:25]=[CH:24][C:23]([CH:26]3[CH2:28][CH2:27]3)=[C:22]([CH2:29][C:30]3[CH:35]=[CH:34][C:33]([F:36])=[CH:32][CH:31]=3)[N:21]=2)=[O:19])([CH2:10][C:9]([NH2:8])=[O:37])[CH2:12][CH2:13]1)(=[O:3])[CH3:2]. The catalyst class is: 17.